The task is: Predict the reaction yield, written as a fraction of the theoretical maximum amount of product (1.0 means a 100% yield; for example, 0.34 means a 34% yield).. This data is from Reaction yield outcomes from USPTO patents with 853,638 reactions. (1) The product is [O:18]1[CH2:17][CH2:16][N:15]([CH:12]2[CH2:13][CH2:14][C:9]([C:23]3[C:24]([CH:34]=[O:35])=[N:25][N:26]([CH:28]4[CH2:33][CH2:32][CH2:31][CH2:30][O:29]4)[CH:27]=3)=[CH:10][CH2:11]2)[CH2:20][CH2:19]1. The catalyst is COCCOC.C1C=CC(P(C2C=CC=CC=2)[C-]2C=CC=C2)=CC=1.C1C=CC(P(C2C=CC=CC=2)[C-]2C=CC=C2)=CC=1.Cl[Pd]Cl.[Fe+2]. The yield is 0.810. The reactants are CC1(C)C(C)(C)OB([C:9]2[CH2:14][CH2:13][CH:12]([N:15]3[CH2:20][CH2:19][O:18][CH2:17][CH2:16]3)[CH2:11][CH:10]=2)O1.I[C:23]1[C:24]([CH:34]=[O:35])=[N:25][N:26]([CH:28]2[CH2:33][CH2:32][CH2:31][CH2:30][O:29]2)[CH:27]=1.[O-]P([O-])([O-])=O.[K+].[K+].[K+]. (2) The reactants are Cl.C(OC([N:9]1[CH2:14][CH2:13][C@@H:12]([N:15]2[CH:19]=[C:18]([C:20]3[C:21]([O:35][CH:36]4[CH2:39][CH2:38][CH2:37]4)=[C:22]4[C:27](=[CH:28][CH:29]=3)[N:26]([C:30]([O:32][CH3:33])=[O:31])[C@@H:25]([CH3:34])[CH2:24][CH2:23]4)[CH:17]=[N:16]2)[C@@H:11]([F:40])[CH2:10]1)=O)(C)(C)C. The catalyst is O1CCOCC1. The product is [CH:36]1([O:35][C:21]2[C:20]([C:18]3[CH:17]=[N:16][N:15]([C@@H:12]4[CH2:13][CH2:14][NH:9][CH2:10][C@@H:11]4[F:40])[CH:19]=3)=[CH:29][CH:28]=[C:27]3[C:22]=2[CH2:23][CH2:24][C@H:25]([CH3:34])[N:26]3[C:30]([O:32][CH3:33])=[O:31])[CH2:37][CH2:38][CH2:39]1. The yield is 0.470. (3) The reactants are [O:1]=[C:2]1[C:10]2([C:22]3[C:13](=[CH:14][C:15]4[O:20][CH2:19][CH2:18][O:17][C:16]=4[CH:21]=3)[O:12][CH2:11]2)[C:9]2[C:4](=[CH:5][CH:6]=[CH:7][CH:8]=2)[N:3]1[CH2:23][C:24]1[CH:31]=[CH:30][C:27]([C:28]#[N:29])=[CH:26][CH:25]=1.[NH2:32][OH:33].N1[CH:39]=[CH:38]C=CC=1.C(OC(=O)C)(=O)C. The catalyst is CS(C)=O.O. The product is [CH3:38][C:39]1[O:33][N:32]=[C:28]([C:27]2[CH:30]=[CH:31][C:24]([CH2:23][N:3]3[C:4]4[C:9](=[CH:8][CH:7]=[CH:6][CH:5]=4)[C:10]4([C:22]5[C:13](=[CH:14][C:15]6[O:20][CH2:19][CH2:18][O:17][C:16]=6[CH:21]=5)[O:12][CH2:11]4)[C:2]3=[O:1])=[CH:25][CH:26]=2)[N:29]=1. The yield is 0.850. (4) The reactants are C(N(CC)C(C)C)(C)C.[C:10]1([N:16]=[C:17]=[O:18])[CH:15]=[CH:14][CH:13]=[CH:12][CH:11]=1.[Si:19]([O:26][C:27]1[CH:32]=[C:31]([O:33][Si:34]([C:37]([CH3:40])([CH3:39])[CH3:38])([CH3:36])[CH3:35])[CH:30]=[CH:29][C:28]=1[C@H:41]1[CH2:46][CH2:45][C@H:44]([OH:47])[CH2:43][CH2:42]1)([C:22]([CH3:25])([CH3:24])[CH3:23])([CH3:21])[CH3:20]. The catalyst is ClCCl. The product is [C:10]1([NH:16][C:17](=[O:18])[O:47][C@H:44]2[CH2:43][CH2:42][C@H:41]([C:28]3[CH:29]=[CH:30][C:31]([O:33][Si:34]([C:37]([CH3:38])([CH3:39])[CH3:40])([CH3:36])[CH3:35])=[CH:32][C:27]=3[O:26][Si:19]([C:22]([CH3:23])([CH3:24])[CH3:25])([CH3:21])[CH3:20])[CH2:46][CH2:45]2)[CH:15]=[CH:14][CH:13]=[CH:12][CH:11]=1. The yield is 0.790. (5) The reactants are [CH2:1]([CH:9]([CH2:13][CH2:14][CH2:15][CH2:16][CH2:17][CH2:18][CH2:19][CH3:20])[C:10]([OH:12])=[O:11])[CH2:2][CH2:3][CH2:4][CH2:5][CH2:6][CH2:7][CH3:8].C([O-])([O-])=O.[Na+].[Na+].S(Cl)(O[CH2:31][Cl:32])(=O)=O. The catalyst is S([O-])(O)(=O)=O.C([N+](CCCC)(CCCC)CCCC)CCC.O.ClCCl. The product is [CH2:13]([CH:9]([CH2:1][CH2:2][CH2:3][CH2:4][CH2:5][CH2:6][CH2:7][CH3:8])[C:10]([O:12][CH2:31][Cl:32])=[O:11])[CH2:14][CH2:15][CH2:16][CH2:17][CH2:18][CH2:19][CH3:20]. The yield is 0.840. (6) The reactants are C=O.[CH2:3](O)C.[CH3:6][NH:7][CH3:8].[Br:9][C:10]1[C:18]([OH:19])=[CH:17][C:16]([OH:20])=[C:15]([Br:21])[C:11]=1[C:12]([OH:14])=[O:13]. The catalyst is C(O)(=O)C. The product is [Br:9][C:10]1[CH:18]([OH:19])[C:17](=[CH:6][N:7]([CH3:3])[CH3:8])[C:16]([OH:20])=[C:15]([Br:21])[C:11]=1[C:12]([OH:14])=[O:13]. The yield is 0.980.